Binary Classification. Given a drug SMILES string, predict its activity (active/inactive) in a high-throughput screening assay against a specified biological target. From a dataset of Kir2.1 potassium channel HTS with 301,493 compounds. (1) The result is 0 (inactive). The drug is S=C(N1C(CCCC1)C)NC(=O)c1sccc1. (2) The result is 0 (inactive). The compound is S(=O)(=O)(N1C(OCC1)CNC(=O)C(=O)NCc1cccnc1)c1ccc(F)cc1. (3) The compound is O1c2cc(C(=O)CCN(C)C)ccc2OC1. The result is 0 (inactive). (4) The drug is S1(=O)(=O)CC(N(CC)C(=O)COC(=O)c2cc3nc4n(CCC4)c(=O)c3cc2)CC1. The result is 0 (inactive). (5) The molecule is O1CCN=C1c1ccc([N+]([O-])=O)cc1. The result is 0 (inactive). (6) The compound is s1c(c2oc(nn2)c2cc(OC)c(OC)cc2)ccc1. The result is 0 (inactive). (7) The molecule is Clc1ccc(C(O)(CS(=O)(=O)Cc2ccc(OC)cc2)C)cc1. The result is 0 (inactive). (8) The drug is S(=O)(=O)(Nc1scc(n1)C)c1c2c3c(n(c(=O)c3ccc2)CC)cc1. The result is 0 (inactive). (9) The drug is O1CCN(CC1)c1c(OCC)cc(NC(=O)c2c(cccc2)C)c(OCC)c1. The result is 0 (inactive). (10) The molecule is S(=O)(=O)(NCc1nn2c(n1)nc(cc2C)C)c1c(cc(cc1)C)C. The result is 0 (inactive).